Dataset: Experimentally validated miRNA-target interactions with 360,000+ pairs, plus equal number of negative samples. Task: Binary Classification. Given a miRNA mature sequence and a target amino acid sequence, predict their likelihood of interaction. The miRNA is mmu-miR-471-3p with sequence UGAAAGGUGCCAUACUAUGUAU. The protein sequence of the target gene is MAETKDVFGQEPHPVEDDLYKERTRKRRKSDRDQRFRAFPSMEQSALKEYEKLESRTRRVLSNTYQKLIQSVFLDDSIPNGVKYLINRLLALIEKPTVDPIYIALFGSTGAGKSSLINAIIQQAMFLPVSGESICTSCIVQVSSGCCVQYEAKIHLLSDQEWREELKNLTKLLHRTEELSREEADAWNRDEAVEEATWKLQMIYGNGAESKNYEELLRAKPKRKIPTSRVITLKAEEAEELSIKLDPYIRTQRRDWDGEAAEMRIWPLIKHVEVTLPKSDLIPEGVVLVDIPGTGDFNSK.... Result: 0 (no interaction).